Dataset: Reaction yield outcomes from USPTO patents with 853,638 reactions. Task: Predict the reaction yield, written as a fraction of the theoretical maximum amount of product (1.0 means a 100% yield; for example, 0.34 means a 34% yield). (1) The reactants are Br[C:2]1[C:7](=[O:8])[N:6]([CH2:9][C:10]2[CH:15]=[CH:14][C:13]([C:16]3[C:17]([C:22]#[N:23])=[CH:18][CH:19]=[CH:20][CH:21]=3)=[CH:12][CH:11]=2)[C:5]([CH2:24][CH2:25][CH3:26])=[N:4][C:3]=1[CH3:27].[NH:28]1[C:36]2[C:31](=[CH:32][C:33](B(O)O)=[CH:34][CH:35]=2)[CH:30]=[CH:29]1.C(=O)([O-])[O-].[Cs+].[Cs+].O1CCOCC1. The catalyst is C(OCC)(=O)C.C1C=CC(P(C2C=CC=CC=2)[C-]2C=CC=C2)=CC=1.C1C=CC(P(C2C=CC=CC=2)[C-]2C=CC=C2)=CC=1.Cl[Pd]Cl.[Fe+2].ClCCl. The product is [NH:28]1[C:36]2[C:31](=[CH:32][C:33]([C:2]3[C:7](=[O:8])[N:6]([CH2:9][C:10]4[CH:15]=[CH:14][C:13]([C:16]5[C:17]([C:22]#[N:23])=[CH:18][CH:19]=[CH:20][CH:21]=5)=[CH:12][CH:11]=4)[C:5]([CH2:24][CH2:25][CH3:26])=[N:4][C:3]=3[CH3:27])=[CH:34][CH:35]=2)[CH:30]=[CH:29]1. The yield is 0.620. (2) The reactants are [C:1](O)(=O)C.FC(F)(F)C(O)=O.[CH3:12][O:13][C:14]1[CH:15]=[C:16]([CH2:22][CH2:23][NH2:24])[CH:17]=[CH:18][C:19]=1[O:20][CH3:21].C1N2CN3CN(C2)CN1C3. The catalyst is O. The product is [CH3:12][O:13][C:14]1[CH:15]=[C:16]2[C:17](=[CH:18][C:19]=1[O:20][CH3:21])[CH:1]=[N:24][CH2:23][CH2:22]2. The yield is 0.950. (3) The reactants are [Cl:1][C:2]1[C:3]([Cl:22])=[CH:4][C:5]2[C:6]3[CH2:20][CH2:19][C:18](=[O:21])[C:7]=3[N:8](C(OC(C)(C)C)=O)[C:9]=2[CH:10]=1.C(O)(C(F)(F)F)=O. The catalyst is C(Cl)Cl. The product is [Cl:1][C:2]1[C:3]([Cl:22])=[CH:4][C:5]2[C:6]3[CH2:20][CH2:19][C:18](=[O:21])[C:7]=3[NH:8][C:9]=2[CH:10]=1. The yield is 0.830. (4) The reactants are [F:1][C:2]1[CH:7]=[C:6](I)[CH:5]=[CH:4][C:3]=1[N:9]1[CH:14]=[C:13]([O:15][CH3:16])[C:12](=[O:17])[C:11]([C:18]2[N:22]([C:23]3[CH:28]=[CH:27][CH:26]=[CH:25][CH:24]=3)[N:21]=[CH:20][CH:19]=2)=[N:10]1.[NH:29]1[CH2:33][CH:32]=[CH:31][CH2:30]1.CC1(C)C2C(=C(P(C3C=CC=CC=3)C3C=CC=CC=3)C=CC=2)OC2C(P(C3C=CC=CC=3)C3C=CC=CC=3)=CC=CC1=2.CC([O-])(C)C.[Na+]. The catalyst is O1CCOCC1.C1C=CC(/C=C/C(/C=C/C2C=CC=CC=2)=O)=CC=1.C1C=CC(/C=C/C(/C=C/C2C=CC=CC=2)=O)=CC=1.C1C=CC(/C=C/C(/C=C/C2C=CC=CC=2)=O)=CC=1.[Pd].[Pd].O. The product is [N:29]1([C:6]2[CH:5]=[CH:4][C:3]([N:9]3[CH:14]=[C:13]([O:15][CH3:16])[C:12](=[O:17])[C:11]([C:18]4[N:22]([C:23]5[CH:28]=[CH:27][CH:26]=[CH:25][CH:24]=5)[N:21]=[CH:20][CH:19]=4)=[N:10]3)=[C:2]([F:1])[CH:7]=2)[CH2:33][CH:32]=[CH:31][CH2:30]1. The yield is 0.510. (5) The reactants are CC1C=CC(S([O:11][CH2:12][CH2:13][CH2:14][N:15]2[C:23](=[O:24])[C:22]3[C:17](=[CH:18][CH:19]=[CH:20][CH:21]=3)[C:16]2=[O:25])(=O)=O)=CC=1.C(=O)([O-])[O-].[K+].[K+].[F:32][C:33]([F:43])([F:42])[O:34][C:35]1[CH:40]=[CH:39][C:38](O)=[CH:37][CH:36]=1. The catalyst is CN(C=O)C. The product is [F:32][C:33]([F:42])([F:43])[O:34][C:35]1[CH:40]=[CH:39][C:38]([O:11][CH2:12][CH2:13][CH2:14][N:15]2[C:16](=[O:25])[C:17]3[C:22](=[CH:21][CH:20]=[CH:19][CH:18]=3)[C:23]2=[O:24])=[CH:37][CH:36]=1. The yield is 0.330. (6) The reactants are Cl.Cl.CN(C)[C:5](=[O:30])[CH2:6][O:7][CH2:8][CH2:9][N:10]1[CH2:15][CH2:14][N:13]([CH:16]([C:24]2[CH:29]=[CH:28][CH:27]=[CH:26][CH:25]=2)[C:17]2[CH:22]=[CH:21][C:20]([Cl:23])=[CH:19][CH:18]=2)[CH2:12][CH2:11]1.CN(C)C(=O)C[O:36]CCN1CCN(C(C2C=CC=CC=2)C2C=CC([Cl:52])=CC=2)CC1. The yield is 0.813. No catalyst specified. The product is [ClH:23].[ClH:52].[C:24]1([CH:16]([N:13]2[CH2:14][CH2:15][N:10]([CH2:9][CH2:8][O:7][CH2:6][C:5]([OH:30])=[O:36])[CH2:11][CH2:12]2)[C:17]2[CH:18]=[CH:19][C:20]([Cl:23])=[CH:21][CH:22]=2)[CH:29]=[CH:28][CH:27]=[CH:26][CH:25]=1. (7) The reactants are [CH2:1]([O:8][C:9]1[CH:17]=[CH:16][C:12]([C:13]([OH:15])=[O:14])=[CH:11][C:10]=1[O:18][CH3:19])[C:2]1[CH:7]=[CH:6][CH:5]=[CH:4][CH:3]=1.C(Cl)Cl.[N+:23]([O-])([OH:25])=[O:24]. The catalyst is CC(O)=O. The product is [CH2:1]([O:8][C:9]1[C:10]([O:18][CH3:19])=[CH:11][C:12]([C:13]([OH:15])=[O:14])=[C:16]([N+:23]([O-:25])=[O:24])[CH:17]=1)[C:2]1[CH:3]=[CH:4][CH:5]=[CH:6][CH:7]=1. The yield is 0.850. (8) The reactants are C[O:2][C:3](=[O:35])[C@H:4]([CH2:17][C:18]1[CH:23]=[CH:22][C:21]([NH:24][C:25]([C:27]2[C:32]([Cl:33])=[CH:31][CH:30]=[CH:29][C:28]=2[Cl:34])=[O:26])=[CH:20][CH:19]=1)[NH:5][C:6]([C:8]1([CH2:13][CH2:14][O:15][CH3:16])[CH2:12][CH2:11][CH2:10][CH2:9]1)=[S:7].[OH-].[Na+].Cl.C(OCC)(=O)C. The yield is 0.780. The catalyst is CO.O. The product is [Cl:33][C:32]1[CH:31]=[CH:30][CH:29]=[C:28]([Cl:34])[C:27]=1[C:25]([NH:24][C:21]1[CH:22]=[CH:23][C:18]([CH2:17][C@@H:4]([C:3]([OH:35])=[O:2])[NH:5][C:6]([C:8]2([CH2:13][CH2:14][O:15][CH3:16])[CH2:12][CH2:11][CH2:10][CH2:9]2)=[S:7])=[CH:19][CH:20]=1)=[O:26].